From a dataset of Full USPTO retrosynthesis dataset with 1.9M reactions from patents (1976-2016). Predict the reactants needed to synthesize the given product. Given the product [Cl:1][C:2]1[C:7]([C:23]#[N:24])=[N:6][CH:5]=[C:4]([CH2:9][OH:10])[CH:3]=1, predict the reactants needed to synthesize it. The reactants are: [Cl:1][C:2]1[CH:3]=[C:4]([CH2:9][OH:10])[CH:5]=[N:6][C:7]=1Cl.CC(OC)(C)C.C([O-])([O-])=O.[Na+].[Na+].[CH3:23][N:24](C=O)C.